From a dataset of Full USPTO retrosynthesis dataset with 1.9M reactions from patents (1976-2016). Predict the reactants needed to synthesize the given product. (1) The reactants are: [NH2:1][C:2]1[C:3]([C:28]([NH2:30])=[O:29])=[N:4][C:5]([CH:8]2[CH2:13][CH2:12][N:11]([C:14]3[N:19]=[C:18](Cl)[N:17]=[C:16]([O:21][CH2:22][C@H:23]4[CH2:25][C@H:24]4[C:26]#[N:27])[N:15]=3)[CH2:10][CH2:9]2)=[CH:6][CH:7]=1.C1C=CC(P(C2C=CC=CC=2)CCCP(C2C=CC=CC=2)C2C=CC=CC=2)=CC=1.C[CH2:61][O:62][C:63](C)=[O:64]. Given the product [NH2:1][C:2]1[CH:7]=[CH:6][C:5]([CH:8]2[CH2:13][CH2:12][N:11]([C:14]3[N:15]=[C:16]([O:21][CH2:22][C@H:23]4[CH2:25][C@H:24]4[C:26]#[N:27])[N:17]=[C:18]([C:63]([O:62][CH3:61])=[O:64])[N:19]=3)[CH2:10][CH2:9]2)=[N:4][C:3]=1[C:28](=[O:29])[NH2:30], predict the reactants needed to synthesize it. (2) Given the product [NH2:1][C:4]1[CH:5]=[C:6]([C:10]2([CH3:11])[CH:27]3[CH:16]2[CH2:17][N:29]([CH2:30][CH2:35][CH2:34][CH2:33][CH2:32][CH3:31])[CH2:26]3)[CH:7]=[CH:8][C:9]=1[NH2:45], predict the reactants needed to synthesize it. The reactants are: [N+:1]([C:4]1[CH:5]=[C:6]([CH2:10][C:11](OC)=O)[CH:7]=[CH:8][CH:9]=1)([O-])=O.N12CCCN=C1CCC[CH2:17][CH2:16]2.[C:26]([NH:29][C:30]1[CH:35]=[CH:34][C:33](S(N=[N+]=[N-])(=O)=O)=[CH:32][CH:31]=1)(=O)[CH3:27].O.C(#[N:45])C. (3) Given the product [N:1]1([S:7]([C:10]2[CH:11]=[CH:12][C:13]([CH2:16][C:17]([OH:19])=[O:18])=[CH:14][CH:15]=2)(=[O:9])=[O:8])[CH2:5][CH2:4][CH2:3][CH2:2]1, predict the reactants needed to synthesize it. The reactants are: [NH:1]1[CH2:5][CH2:4][CH2:3][CH2:2]1.Cl[S:7]([C:10]1[CH:15]=[CH:14][C:13]([CH2:16][C:17]([OH:19])=[O:18])=[CH:12][CH:11]=1)(=[O:9])=[O:8]. (4) Given the product [NH2:11][C:2]1[CH:7]=[C:6]([CH2:8][OH:9])[CH:5]=[C:4]([CH3:10])[N:3]=1, predict the reactants needed to synthesize it. The reactants are: Cl[C:2]1[CH:7]=[C:6]([CH2:8][OH:9])[CH:5]=[C:4]([CH3:10])[N:3]=1.[NH3:11]. (5) Given the product [Cl:1][C:2]1[CH:3]=[CH:4][C:5]([C:8]2([CH3:34])[C:12]([C:14]3[CH:15]=[CH:16][C:17]([Cl:20])=[CH:18][CH:19]=3)([CH3:13])[N:11]([C:42]([Cl:44])=[O:43])[C:10]([C:21]3[CH:26]=[CH:25][C:24]([C:27]([CH3:28])([CH3:30])[CH3:29])=[CH:23][C:22]=3[O:31][CH2:32][CH3:33])=[N:9]2)=[CH:6][CH:7]=1, predict the reactants needed to synthesize it. The reactants are: [Cl:1][C:2]1[CH:7]=[CH:6][C:5]([C:8]2([CH3:34])[C:12]([C:14]3[CH:19]=[CH:18][C:17]([Cl:20])=[CH:16][CH:15]=3)([CH3:13])[NH:11][C:10]([C:21]3[CH:26]=[CH:25][C:24]([C:27]([CH3:30])([CH3:29])[CH3:28])=[CH:23][C:22]=3[O:31][CH2:32][CH3:33])=[N:9]2)=[CH:4][CH:3]=1.C(N(CC)CC)C.[C:42](Cl)([Cl:44])=[O:43]. (6) Given the product [CH3:24][O:23][C:17]1[CH:16]=[C:15]([CH:20]=[CH:19][C:18]=1[O:21][CH3:22])[C:14]([NH:13][C:10]1[CH:9]=[CH:8][C:7]([C:4]([CH3:5])([CH3:6])[CH2:3][CH2:2][NH:1][C:35]([C:32]2[CH:33]=[C:34]3[N:26]=[CH:27][NH:28][C:29]3=[N:30][CH:31]=2)=[O:36])=[CH:12][CH:11]=1)=[O:25], predict the reactants needed to synthesize it. The reactants are: [NH2:1][CH2:2][CH2:3][C:4]([C:7]1[CH:12]=[CH:11][C:10]([NH:13][C:14](=[O:25])[C:15]2[CH:20]=[CH:19][C:18]([O:21][CH3:22])=[C:17]([O:23][CH3:24])[CH:16]=2)=[CH:9][CH:8]=1)([CH3:6])[CH3:5].[N:26]1[C:34]2[C:29](=[N:30][CH:31]=[C:32]([C:35](O)=[O:36])[CH:33]=2)[NH:28][CH:27]=1.C1C=CC2N(O)N=NC=2C=1.C(Cl)CCl. (7) The reactants are: [F:1][C:2]([F:31])([F:30])[C:3]1[CH:4]=[C:5]([CH:23]=[C:24]([C:26]([F:29])([F:28])[F:27])[CH:25]=1)[CH2:6][N:7]1[CH2:14][CH2:13][CH2:12][NH:11][C:10]2[N:15]=[C:16]([S:20][CH3:21])[N:17]=[C:18]([Cl:19])[C:9]=2[C:8]1=[O:22].[H-].[Na+].[CH3:34]I. Given the product [F:29][C:26]([F:27])([F:28])[C:24]1[CH:23]=[C:5]([CH:4]=[C:3]([C:2]([F:30])([F:1])[F:31])[CH:25]=1)[CH2:6][N:7]1[CH2:14][CH2:13][CH2:12][N:11]([CH3:34])[C:10]2[N:15]=[C:16]([S:20][CH3:21])[N:17]=[C:18]([Cl:19])[C:9]=2[C:8]1=[O:22], predict the reactants needed to synthesize it.